Dataset: CYP2C9 inhibition data for predicting drug metabolism from PubChem BioAssay. Task: Regression/Classification. Given a drug SMILES string, predict its absorption, distribution, metabolism, or excretion properties. Task type varies by dataset: regression for continuous measurements (e.g., permeability, clearance, half-life) or binary classification for categorical outcomes (e.g., BBB penetration, CYP inhibition). Dataset: cyp2c9_veith. (1) The compound is COc1ccc(OC)c2[nH]c(=O)c(CCNC(=O)c3ccc(S(=O)(=O)N(C)C)cc3)cc12. The result is 1 (inhibitor). (2) The compound is Cc1ccc(S(=O)(=O)NC(=O)OC23COCN2COC3)cc1. The result is 0 (non-inhibitor). (3) The compound is COc1ccc(NC(=O)N2CCCC3(CCN(S(=O)(=O)c4ccccc4)CC3)C2)cc1. The result is 1 (inhibitor). (4) The compound is COc1cc(C(=O)O)c([N+](=O)[O-])c(OC)c1OC. The result is 0 (non-inhibitor). (5) The compound is COc1ccc(CNc2ccnc(-c3ccc(N(C)C)cc3)n2)c(OC)c1. The result is 0 (non-inhibitor). (6) The result is 1 (inhibitor). The drug is O=[N+]([O-])c1ccc(N2CCCCCC2)c(S(=O)(=O)N2CCCCC2)c1.